This data is from Catalyst prediction with 721,799 reactions and 888 catalyst types from USPTO. The task is: Predict which catalyst facilitates the given reaction. (1) Reactant: [Br:1][C:2]1[CH:13]=[CH:12][C:5]2[S:6](=[O:11])(=[O:10])[CH2:7][C:8](=[O:9])[C:4]=2[CH:3]=1.I[CH2:15][CH2:16][CH2:17][CH2:18]I. Product: [Br:1][C:2]1[CH:13]=[CH:12][C:5]2[S:6](=[O:11])(=[O:10])[C:7]3([C:8](=[O:9])[C:4]=2[CH:3]=1)[CH2:18][CH2:17][CH2:16][CH2:15]3. The catalyst class is: 7. (2) Reactant: [CH3:1][C@H:2]1[CH2:7][NH:6][CH2:5][C@H:4]([CH3:8])[N:3]1[C:9]1[O:10][C:11]2[C:12](=[C:14]([C:18]([O:20][CH3:21])=[O:19])[CH:15]=[CH:16][CH:17]=2)[N:13]=1.N1C=CC=CC=1.[C:28](Cl)(=[O:30])[CH3:29]. Product: [C:28]([N:6]1[CH2:5][C@H:4]([CH3:8])[N:3]([C:9]2[O:10][C:11]3[C:12](=[C:14]([C:18]([O:20][CH3:21])=[O:19])[CH:15]=[CH:16][CH:17]=3)[N:13]=2)[C@@H:2]([CH3:1])[CH2:7]1)(=[O:30])[CH3:29]. The catalyst class is: 2. (3) Reactant: [NH2:1][CH2:2][CH2:3][CH2:4][CH2:5][CH2:6][CH2:7][OH:8].[CH2:9]([O:16][C:17](Cl)=[O:18])[C:10]1[CH:15]=[CH:14][CH:13]=[CH:12][CH:11]=1.C(N(CC)CC)C.CCOC(C)=O. Product: [CH2:9]([O:16][C:17](=[O:18])[NH:1][CH2:2][CH2:3][CH2:4][CH2:5][CH2:6][CH2:7][OH:8])[C:10]1[CH:15]=[CH:14][CH:13]=[CH:12][CH:11]=1. The catalyst class is: 5. (4) Reactant: C([C@H]1[O:9][C:8](=[O:10])[C@:7]([C:17]2[CH2:21][CH2:20][CH2:19][CH:18]=2)([C:11]2[CH:16]=[CH:15][CH:14]=[CH:13][CH:12]=2)[O:6]1)(C)(C)C.CO.O.[OH-].[K+]. Product: [C:17]1([C@:7]([OH:6])([C:11]2[CH:12]=[CH:13][CH:14]=[CH:15][CH:16]=2)[C:8]([OH:10])=[O:9])[CH2:21][CH2:20][CH2:19][CH:18]=1. The catalyst class is: 775. (5) Product: [NH2:26][C:23]1[N:22]=[CH:21][C:20]([C:17]2[CH:18]=[N:19][C:14]([NH:13][C:11]([NH:10][C:7]3[CH:6]=[C:5]([C:2]4([CH3:1])[CH2:3][CH2:4]4)[O:9][N:8]=3)=[O:12])=[CH:15][CH:16]=2)=[CH:25][CH:24]=1. Reactant: [CH3:1][C:2]1([C:5]2[O:9][N:8]=[C:7]([NH:10][C:11]([NH:13][C:14]3[N:19]=[CH:18][C:17]([C:20]4[CH:21]=[N:22][C:23]([NH:26]C(C5C=CC=CC=5)(C5C=CC=CC=5)C5C=CC=CC=5)=[CH:24][CH:25]=4)=[CH:16][CH:15]=3)=[O:12])[CH:6]=2)[CH2:4][CH2:3]1.C(O)(C(F)(F)F)=O.O. The catalyst class is: 2. (6) Reactant: [NH2:1][C:2]1[CH:3]=[C:4]([C:8]2[C:16]([C:17]3[CH:22]=[CH:21][N:20]=[C:19]([NH:23][C:24]4[CH:29]=[CH:28][CH:27]=[CH:26][CH:25]=4)[N:18]=3)=[C:11]3[CH:12]=[CH:13][CH:14]=[CH:15][N:10]3[N:9]=2)[CH:5]=[CH:6][CH:7]=1.C1N=CN(C(N2C=NC=C2)=O)C=1.[Cl:42][C:43]1[CH:44]=[C:45]([CH2:49][C:50](O)=[O:51])[CH:46]=[CH:47][CH:48]=1.CO. Product: [Cl:42][C:43]1[CH:44]=[C:45]([CH2:49][C:50]([NH:1][C:2]2[CH:7]=[CH:6][CH:5]=[C:4]([C:8]3[C:16]([C:17]4[CH:22]=[CH:21][N:20]=[C:19]([NH:23][C:24]5[CH:29]=[CH:28][CH:27]=[CH:26][CH:25]=5)[N:18]=4)=[C:11]4[CH:12]=[CH:13][CH:14]=[CH:15][N:10]4[N:9]=3)[CH:3]=2)=[O:51])[CH:46]=[CH:47][CH:48]=1. The catalyst class is: 1. (7) Reactant: [CH3:1][C:2]([CH3:9])([CH:7]=O)[C:3]([O:5][CH3:6])=[O:4].S(=O)(O)[O-].[Na+].[OH-].[NH4+:16].[C-:17]#[N:18].[K+]. Product: [NH2:16][CH:7]([C:17]#[N:18])[C:2]([CH3:1])([CH3:9])[C:3]([O:5][CH3:6])=[O:4]. The catalyst class is: 6.